Dataset: NCI-60 drug combinations with 297,098 pairs across 59 cell lines. Task: Regression. Given two drug SMILES strings and cell line genomic features, predict the synergy score measuring deviation from expected non-interaction effect. (1) Cell line: HT29. Synergy scores: CSS=29.6, Synergy_ZIP=-3.13, Synergy_Bliss=-1.01, Synergy_Loewe=-18.4, Synergy_HSA=-0.345. Drug 2: CC1C(C(CC(O1)OC2CC(CC3=C2C(=C4C(=C3O)C(=O)C5=C(C4=O)C(=CC=C5)OC)O)(C(=O)CO)O)N)O.Cl. Drug 1: C1CN1P(=S)(N2CC2)N3CC3. (2) Drug 1: CC1=C2C(C(=O)C3(C(CC4C(C3C(C(C2(C)C)(CC1OC(=O)C(C(C5=CC=CC=C5)NC(=O)OC(C)(C)C)O)O)OC(=O)C6=CC=CC=C6)(CO4)OC(=O)C)OC)C)OC. Drug 2: C(CCl)NC(=O)N(CCCl)N=O. Cell line: NCI/ADR-RES. Synergy scores: CSS=7.30, Synergy_ZIP=-0.689, Synergy_Bliss=3.77, Synergy_Loewe=-4.38, Synergy_HSA=1.53. (3) Drug 1: CC1=C2C(C(=O)C3(C(CC4C(C3C(C(C2(C)C)(CC1OC(=O)C(C(C5=CC=CC=C5)NC(=O)OC(C)(C)C)O)O)OC(=O)C6=CC=CC=C6)(CO4)OC(=O)C)OC)C)OC. Drug 2: CN1C2=C(C=C(C=C2)N(CCCl)CCCl)N=C1CCCC(=O)O.Cl. Cell line: SW-620. Synergy scores: CSS=41.5, Synergy_ZIP=0.567, Synergy_Bliss=0.743, Synergy_Loewe=-16.3, Synergy_HSA=-0.00368. (4) Drug 1: CCC1=C2CN3C(=CC4=C(C3=O)COC(=O)C4(CC)O)C2=NC5=C1C=C(C=C5)O. Drug 2: CC1C(C(CC(O1)OC2CC(OC(C2O)C)OC3=CC4=CC5=C(C(=O)C(C(C5)C(C(=O)C(C(C)O)O)OC)OC6CC(C(C(O6)C)O)OC7CC(C(C(O7)C)O)OC8CC(C(C(O8)C)O)(C)O)C(=C4C(=C3C)O)O)O)O. Cell line: SF-295. Synergy scores: CSS=40.7, Synergy_ZIP=0.659, Synergy_Bliss=4.22, Synergy_Loewe=2.71, Synergy_HSA=6.10. (5) Drug 1: CCN(CC)CCCC(C)NC1=C2C=C(C=CC2=NC3=C1C=CC(=C3)Cl)OC. Drug 2: C1CN(P(=O)(OC1)NCCCl)CCCl. Cell line: 786-0. Synergy scores: CSS=14.3, Synergy_ZIP=-9.15, Synergy_Bliss=0.431, Synergy_Loewe=-23.0, Synergy_HSA=0.610. (6) Drug 1: C1=CC(=CC=C1CCC2=CNC3=C2C(=O)NC(=N3)N)C(=O)NC(CCC(=O)O)C(=O)O. Drug 2: CC1=C(C(CCC1)(C)C)C=CC(=CC=CC(=CC(=O)O)C)C. Cell line: SW-620. Synergy scores: CSS=26.1, Synergy_ZIP=3.01, Synergy_Bliss=1.67, Synergy_Loewe=-13.0, Synergy_HSA=-1.20.